This data is from Forward reaction prediction with 1.9M reactions from USPTO patents (1976-2016). The task is: Predict the product of the given reaction. (1) Given the reactants [S:1]1[C:6]2[CH:7]=[CH:8][C:9]([CH2:11][OH:12])=[CH:10][C:5]=2[NH:4][CH2:3][CH2:2]1.COC(C1C=CC2SCC(=O)NC=2C=1)=O.[H-].[H-].[H-].[H-].[Li+].[Al+3].[OH-].[Na+], predict the reaction product. The product is: [S:1]1[C:6]2[CH:7]=[CH:8][C:9]([CH:11]=[O:12])=[CH:10][C:5]=2[NH:4][CH2:3][CH2:2]1. (2) Given the reactants C([O:8][C:9]1[C:14]([C:15]([CH3:18])([CH3:17])[CH3:16])=[CH:13][CH:12]=[CH:11][C:10]=1[C:19]1[CH:24]=[CH:23][CH:22]=[C:21]([C:25]([C:27]2[CH:32]=[CH:31][CH:30]=[CH:29][C:28]=2[O:33][CH3:34])=[CH2:26])[CH:20]=1)C1C=CC=CC=1, predict the reaction product. The product is: [C:15]([C:14]1[CH:13]=[CH:12][CH:11]=[C:10]([C:19]2[CH:24]=[CH:23][CH:22]=[C:21]([CH:25]([C:27]3[CH:32]=[CH:31][CH:30]=[CH:29][C:28]=3[O:33][CH3:34])[CH3:26])[CH:20]=2)[C:9]=1[OH:8])([CH3:16])([CH3:17])[CH3:18]. (3) Given the reactants [OH:1][C:2]1[CH:12]=[CH:11][C:5]([C:6]([O:8][CH2:9][CH3:10])=[O:7])=[CH:4][CH:3]=1.C([O-])([O-])=O.[K+].[K+].[F:19][CH2:20][CH2:21]I.CCOCC, predict the reaction product. The product is: [F:19][CH2:20][CH2:21][O:1][C:2]1[CH:3]=[CH:4][C:5]([C:6]([O:8][CH2:9][CH3:10])=[O:7])=[CH:11][CH:12]=1. (4) Given the reactants C1C2C(COC([NH:18][CH2:19][CH2:20][CH2:21][CH2:22][CH2:23][O:24][C:25](=[O:48])[CH2:26][C:27]([C:30]3[C:35](=[O:36])[C:34]([CH3:37])=[C:33]([CH2:38][CH2:39][C:40]([O:42][CH2:43][CH:44]=[CH2:45])=[O:41])[C:32](=[O:46])[C:31]=3[CH3:47])([CH3:29])[CH3:28])=O)C3C(=CC=CC=3)C=2C=CC=1.N1CCCCC1, predict the reaction product. The product is: [NH2:18][CH2:19][CH2:20][CH2:21][CH2:22][CH2:23][O:24][C:25](=[O:48])[CH2:26][C:27]([C:30]1[C:35](=[O:36])[C:34]([CH3:37])=[C:33]([CH2:38][CH2:39][C:40]([O:42][CH2:43][CH:44]=[CH2:45])=[O:41])[C:32](=[O:46])[C:31]=1[CH3:47])([CH3:29])[CH3:28]. (5) Given the reactants [CH3:1][O:2][C:3]1[CH:8]=[CH:7][C:6]([N:9]2[C:13]([C:14]3[CH:15]=[N:16][C:17]([CH3:20])=[CH:18][CH:19]=3)=[CH:12][C:11]([C:21]3([OH:31])[CH2:30][CH2:29][C:24]4(OCC[O:25]4)[CH2:23][CH2:22]3)=[N:10]2)=[CH:5][CH:4]=1.[OH-].[Na+], predict the reaction product. The product is: [OH:31][C:21]1([C:11]2[CH:12]=[C:13]([C:14]3[CH:15]=[N:16][C:17]([CH3:20])=[CH:18][CH:19]=3)[N:9]([C:6]3[CH:5]=[CH:4][C:3]([O:2][CH3:1])=[CH:8][CH:7]=3)[N:10]=2)[CH2:30][CH2:29][C:24](=[O:25])[CH2:23][CH2:22]1. (6) Given the reactants [CH3:1][O:2][C:3]1[CH:8]=[CH:7][C:6]([C:9]([F:12])([F:11])[F:10])=[CH:5][C:4]=1[C:13]1[C:14]2[N:15]([N:19]=[C:20]([NH:22][C:23]3[CH:24]=[C:25]4[C:30](=[CH:31][CH:32]=3)[CH2:29][NH:28][CH2:27][CH2:26]4)[N:21]=2)[CH:16]=[CH:17][CH:18]=1.Cl[CH2:34][C:35]([N:37]([CH3:39])[CH3:38])=[O:36], predict the reaction product. The product is: [CH3:1][O:2][C:3]1[CH:8]=[CH:7][C:6]([C:9]([F:12])([F:10])[F:11])=[CH:5][C:4]=1[C:13]1[C:14]2[N:15]([N:19]=[C:20]([NH:22][C:23]3[CH:24]=[C:25]4[C:30](=[CH:31][CH:32]=3)[CH2:29][N:28]([CH2:34][C:35]([N:37]([CH3:39])[CH3:38])=[O:36])[CH2:27][CH2:26]4)[N:21]=2)[CH:16]=[CH:17][CH:18]=1.